Dataset: Reaction yield outcomes from USPTO patents with 853,638 reactions. Task: Predict the reaction yield, written as a fraction of the theoretical maximum amount of product (1.0 means a 100% yield; for example, 0.34 means a 34% yield). (1) The yield is 0.960. No catalyst specified. The reactants are [CH2:1]([C@H:3]1[N:12]([C:13](=[O:22])[C:14]2[CH:19]=[CH:18][C:17]([O:20]C)=[CH:16][CH:15]=2)[C:11]2[C:6](=[CH:7][CH:8]=[C:9]([F:23])[CH:10]=2)[N:5]([CH2:24][CH2:25][CH2:26][CH2:27][CH3:28])[C:4]1=[O:29])[CH3:2].C([C@H]1N(C(=O)C2C=CC(O)=CC=2)C2C(=CC(F)=CC=2)N(C)C1=O)C. The product is [CH2:1]([C@H:3]1[N:12]([C:13](=[O:22])[C:14]2[CH:19]=[CH:18][C:17]([OH:20])=[CH:16][CH:15]=2)[C:11]2[C:6](=[CH:7][CH:8]=[C:9]([F:23])[CH:10]=2)[N:5]([CH2:24][CH2:25][CH2:26][CH2:27][CH3:28])[C:4]1=[O:29])[CH3:2]. (2) The reactants are [OH-].[K+].[NH2:3][C:4]1[C:5]2[N:6]([CH:24]=[C:25]([Br:27])[N:26]=2)[CH2:7][C@:8]([C:11]2[CH:12]=[C:13]([NH:18]C(=O)OCC)[CH:14]=[CH:15][C:16]=2[F:17])([CH3:10])[N:9]=1. The catalyst is CCO.C(Cl)Cl.CCOC(C)=O. The product is [NH2:18][C:13]1[CH:14]=[CH:15][C:16]([F:17])=[C:11]([C@:8]2([CH3:10])[CH2:7][N:6]3[CH:24]=[C:25]([Br:27])[N:26]=[C:5]3[C:4]([NH2:3])=[N:9]2)[CH:12]=1. The yield is 1.00. (3) The reactants are [OH-].[Li+].[CH3:3][S:4]([O:7][C:8]1[C:9]([O:20][CH3:21])=[C:10]2[C:14](=[CH:15][CH:16]=1)[N:13](C(=O)C)[N:12]=[CH:11]2)(=[O:6])=[O:5].O. The catalyst is O1CCCC1.CO. The product is [CH3:3][S:4]([O:7][C:8]1[C:9]([O:20][CH3:21])=[C:10]2[C:14](=[CH:15][CH:16]=1)[NH:13][N:12]=[CH:11]2)(=[O:5])=[O:6]. The yield is 0.940. (4) The reactants are [NH2:1][C:2]1[CH:3]=[C:4]([CH:7]=[CH:8][CH:9]=1)[C:5]#[N:6].[OH-].[Na+].Cl[C:13]1[C:18]([N+:19]([O-:21])=[O:20])=[CH:17][CH:16]=[C:15]([Cl:22])[N:14]=1. The catalyst is C(#N)C. The product is [C:5]([C:4]1[CH:3]=[C:2]([NH:1][C:13]2[C:18]([N+:19]([O-:21])=[O:20])=[CH:17][CH:16]=[C:15]([Cl:22])[N:14]=2)[CH:9]=[CH:8][CH:7]=1)#[N:6]. The yield is 0.430. (5) The reactants are [Br:1][C:2]1[CH:3]=[N:4][C:5]2[N:6]([N:8]=[C:9]([C:11]([OH:13])=O)[CH:10]=2)[CH:7]=1.[CH3:14][CH:15]1[C:24]2[C:19](=[CH:20][N:21]=[CH:22][CH:23]=2)[CH2:18][CH2:17][NH:16]1. No catalyst specified. The product is [Br:1][C:2]1[CH:3]=[N:4][C:5]2[N:6]([N:8]=[C:9]([C:11]([N:16]3[CH2:17][CH2:18][C:19]4[C:24](=[CH:23][CH:22]=[N:21][CH:20]=4)[CH:15]3[CH3:14])=[O:13])[CH:10]=2)[CH:7]=1. The yield is 0.540. (6) The reactants are [F:1][C:2]1[CH:8]=[CH:7][C:6]([F:9])=[CH:5][C:3]=1[NH2:4].Br.Br[CH:12]([C:14]1[CH:15]=[C:16]([C:31]([N:33]([CH3:35])[CH3:34])=[O:32])[CH:17]=[C:18]2[C:23]=1[O:22][C:21]([N:24]1[CH2:29][CH2:28][O:27][CH2:26][CH2:25]1)=[CH:20][C:19]2=[O:30])[CH3:13]. No catalyst specified. The product is [F:1][C:2]1[CH:8]=[CH:7][C:6]([F:9])=[CH:5][C:3]=1[NH:4][CH:12]([C:14]1[CH:15]=[C:16]([C:31]([N:33]([CH3:35])[CH3:34])=[O:32])[CH:17]=[C:18]2[C:23]=1[O:22][C:21]([N:24]1[CH2:29][CH2:28][O:27][CH2:26][CH2:25]1)=[CH:20][C:19]2=[O:30])[CH3:13]. The yield is 0.660.